From a dataset of Reaction yield outcomes from USPTO patents with 853,638 reactions. Predict the reaction yield, written as a fraction of the theoretical maximum amount of product (1.0 means a 100% yield; for example, 0.34 means a 34% yield). (1) The reactants are [C:1]([O:5][C:6]([NH:8][C@@H:9]1[CH2:14][CH2:13][CH2:12][C@H:11]([C:15]([OH:17])=O)[CH2:10]1)=[O:7])([CH3:4])([CH3:3])[CH3:2].ClC(OCC)=O.[NH4+:24].[OH-]. The catalyst is C1COCC1. The product is [C:1]([O:5][C:6](=[O:7])[NH:8][C@H:9]1[CH2:14][CH2:13][CH2:12][C@@H:11]([C:15](=[O:17])[NH2:24])[CH2:10]1)([CH3:4])([CH3:3])[CH3:2]. The yield is 0.740. (2) The reactants are O.[Cl:2][C:3]1[N:21]=[CH:20][CH:19]=[CH:18][C:4]=1[C:5]([CH:7](C(OCC)=O)C(OCC)=O)=[O:6].Cl. The catalyst is CS(C)=O. The product is [Cl:2][C:3]1[C:4]([C:5](=[O:6])[CH3:7])=[CH:18][CH:19]=[CH:20][N:21]=1. The yield is 0.560. (3) The reactants are C1COCC1.[NH2:6][C:7]1[C:12]2=[C:13]([C:20]3[CH:25]=[CH:24][C:23]([NH:26][C:27]([NH:29][C:30]4[CH:35]=[C:34]([C:36]([F:39])([F:38])[F:37])[CH:33]=[CH:32][C:31]=4[F:40])=[O:28])=[CH:22][CH:21]=3)[C:14]([CH2:16][CH2:17][CH2:18][OH:19])=[CH:15][N:11]2[N:10]=[CH:9][N:8]=1.CC(OI1(OC(C)=O)(OC(C)=O)OC(=O)C2C=CC=CC1=2)=O. The catalyst is CCOC(C)=O. The product is [NH2:6][C:7]1[C:12]2=[C:13]([C:20]3[CH:25]=[CH:24][C:23]([NH:26][C:27]([NH:29][C:30]4[CH:35]=[C:34]([C:36]([F:37])([F:38])[F:39])[CH:33]=[CH:32][C:31]=4[F:40])=[O:28])=[CH:22][CH:21]=3)[C:14]([CH2:16][CH2:17][CH:18]=[O:19])=[CH:15][N:11]2[N:10]=[CH:9][N:8]=1. The yield is 0.960.